Dataset: Reaction yield outcomes from USPTO patents with 853,638 reactions. Task: Predict the reaction yield, written as a fraction of the theoretical maximum amount of product (1.0 means a 100% yield; for example, 0.34 means a 34% yield). (1) The reactants are [OH:1][C:2]1[CH:3]=[C:4]([CH:7]=[CH:8][CH:9]=1)[CH:5]=[O:6].[C:10](OC(=N)C(Cl)(Cl)Cl)([CH3:13])([CH3:12])[CH3:11].B(F)(F)F.CCOCC.C(=O)(O)[O-].[Na+]. The catalyst is C(Cl)Cl.C1CCCCC1.CCCCCC.C(OCC)(=O)C. The product is [C:10]([O:1][C:2]1[CH:3]=[C:4]([CH:7]=[CH:8][CH:9]=1)[CH:5]=[O:6])([CH3:13])([CH3:12])[CH3:11]. The yield is 0.320. (2) The reactants are C[O:2][C:3](=[O:24])[C:4]1[CH:9]=[CH:8][CH:7]=[C:6]([C:10]#[C:11][C:12]2[C:13]([C:18]3[CH:23]=[CH:22][CH:21]=[CH:20][CH:19]=3)=[N:14][O:15][C:16]=2[CH3:17])[CH:5]=1.[OH-].[Na+]. The catalyst is C(O)C. The product is [CH3:17][C:16]1[O:15][N:14]=[C:13]([C:18]2[CH:19]=[CH:20][CH:21]=[CH:22][CH:23]=2)[C:12]=1[C:11]#[C:10][C:6]1[CH:5]=[C:4]([CH:9]=[CH:8][CH:7]=1)[C:3]([OH:24])=[O:2]. The yield is 0.950. (3) The reactants are C(O)(=O)/C=C/C(O)=O.[Cl:9][C:10]1[CH:15]=[CH:14][CH:13]=[CH:12][C:11]=1[CH:16]1[CH2:21][CH2:20][CH2:19][NH:18][CH2:17]1.[CH:22]([C:24]1[CH:39]=[CH:38][C:27]([O:28][C:29]2[CH:37]=[CH:36][C:32]([C:33]([NH2:35])=[O:34])=[CH:31][N:30]=2)=[CH:26][CH:25]=1)=O.C(O[BH-](OC(=O)C)OC(=O)C)(=O)C.[Na+].C(O)(=O)C. The catalyst is ClCCCl.CO.C(Cl)Cl. The product is [Cl:9][C:10]1[CH:15]=[CH:14][CH:13]=[CH:12][C:11]=1[CH:16]1[CH2:21][CH2:20][CH2:19][N:18]([CH2:22][C:24]2[CH:39]=[CH:38][C:27]([O:28][C:29]3[CH:37]=[CH:36][C:32]([C:33]([NH2:35])=[O:34])=[CH:31][N:30]=3)=[CH:26][CH:25]=2)[CH2:17]1. The yield is 0.620. (4) The reactants are [Cl:1][C:2]1[CH:30]=[CH:29][C:5]([O:6][C:7]2[CH:12]=[CH:11][C:10]([N:13]3[C@@H:17]([C:18]4[CH:23]=[CH:22][CH:21]=[C:20]([C:24]([F:27])([F:26])[F:25])[CH:19]=4)[CH2:16][NH:15][C:14]3=[O:28])=[CH:9][CH:8]=2)=[CH:4][CH:3]=1.[H-].[Na+].[CH:33]([S:35]([CH3:38])(=[O:37])=[O:36])=[CH2:34].[NH4+].[Cl-]. The catalyst is CN(C=O)C. The product is [Cl:1][C:2]1[CH:3]=[CH:4][C:5]([O:6][C:7]2[CH:8]=[CH:9][C:10]([N:13]3[C@@H:17]([C:18]4[CH:23]=[CH:22][CH:21]=[C:20]([C:24]([F:26])([F:25])[F:27])[CH:19]=4)[CH2:16][N:15]([CH2:34][CH2:33][S:35]([CH3:38])(=[O:37])=[O:36])[C:14]3=[O:28])=[CH:11][CH:12]=2)=[CH:29][CH:30]=1.[Cl:1][C:2]1[CH:3]=[CH:4][C:5]([O:6][C:7]2[CH:8]=[CH:9][C:10]([N:13]3[C@@H:17]([C:18]4[CH:23]=[CH:22][CH:21]=[C:20]([C:24]([F:25])([F:27])[F:26])[CH:19]=4)[CH2:16][NH:15][C:14]3=[O:28])=[CH:11][CH:12]=2)=[CH:29][CH:30]=1. The yield is 0.630. (5) No catalyst specified. The yield is 0.560. The reactants are [Br:1][C:2]1[C:10]2[NH:9][N:8]=[CH:7][C:6]=2[C:5]2[CH2:11][N:12]([CH2:21][CH2:22][O:23][CH3:24])[C:13](=[O:20])[C@H:14]([CH2:16][C:17]([OH:19])=O)[CH2:15][C:4]=2[CH:3]=1.Cl.[F:26][C:27]1[CH:28]=[CH:29][CH:30]=[C:31]2[C:36]=1[NH:35][C:34](=[O:37])[C:33]([CH:38]1[CH2:43][CH2:42][NH:41][CH2:40][CH2:39]1)=[CH:32]2.ClC1C2NN=CC=2C2CN(CC(C)(C)C)C(=O)[C@@H](CC(=O)N3CCC(N4CC5C(=CC=CC=5)NC4=O)CC3)CC=2C=1. The product is [Br:1][C:2]1[C:10]2[NH:9][N:8]=[CH:7][C:6]=2[C:5]2[CH2:11][N:12]([CH2:21][CH2:22][O:23][CH3:24])[C:13](=[O:20])[C@H:14]([CH2:16][C:17]([N:41]3[CH2:42][CH2:43][CH:38]([C:33]4[C:34](=[O:37])[NH:35][C:36]5[C:31]([CH:32]=4)=[CH:30][CH:29]=[CH:28][C:27]=5[F:26])[CH2:39][CH2:40]3)=[O:19])[CH2:15][C:4]=2[CH:3]=1. (6) The reactants are [S:1]([NH:11][C:12]1[N:17]2[C:18]3[N:24]=[CH:23][CH:22]=[CH:21][C:19]=3[CH:20]=[C:16]2[CH:15]=[CH:14][N:13]=1)([C:4]1[CH:10]=[CH:9][C:7]([CH3:8])=[CH:6][CH:5]=1)(=[O:3])=[O:2].[I:25]N1C(=O)CCC1=O. The catalyst is C(Cl)Cl. The product is [I:25][C:20]1[C:19]2[CH:21]=[CH:22][CH:23]=[N:24][C:18]=2[N:17]2[C:16]=1[CH:15]=[CH:14][N:13]=[C:12]2[NH:11][S:1]([C:4]1[CH:10]=[CH:9][C:7]([CH3:8])=[CH:6][CH:5]=1)(=[O:2])=[O:3]. The yield is 0.950. (7) The reactants are [Cl:1][C:2]1[C:3]([O:12][C:13]2[CH:18]=[C:17]([O:19][CH2:20][CH2:21][O:22][CH3:23])[CH:16]=[CH:15][C:14]=2[CH2:24][CH2:25][CH2:26][C:27]([OH:29])=O)=[N:4][CH:5]=[C:6]([C:8]([F:11])([F:10])[F:9])[CH:7]=1.[CH2:30]([S:35]([NH2:38])(=[O:37])=[O:36])[CH2:31][CH2:32][CH2:33][CH3:34].N12CCCN=C1CCCC[CH2:40]2. The catalyst is O1CCCC1. The product is [Cl:1][C:2]1[C:3]([O:12][C:13]2[CH:18]=[C:17]([O:19][CH2:20][CH2:21][O:22][CH2:23][CH3:40])[CH:16]=[CH:15][C:14]=2[CH2:24][CH2:25][CH2:26][C:27]([NH:38][S:35]([CH2:30][CH2:31][CH2:32][CH2:33][CH3:34])(=[O:37])=[O:36])=[O:29])=[N:4][CH:5]=[C:6]([C:8]([F:9])([F:10])[F:11])[CH:7]=1. The yield is 0.210. (8) The reactants are Cl.[CH2:2]([N:4]([CH:40]1[CH2:45][CH2:44][O:43][CH2:42][CH2:41]1)[C:5]1[C:6]([CH3:39])=[C:7]([CH:24]=[C:25]([C:27]2[CH:28]=[N:29][C:30]([N:33]3[CH2:38][CH2:37][NH:36][CH2:35][CH2:34]3)=[CH:31][CH:32]=2)[CH:26]=1)[C:8]([NH:10][CH2:11][C:12]1[C:13](=[O:23])[NH:14][C:15]([CH3:22])=[C:16]([F:21])[C:17]=1[CH:18]([CH3:20])[CH3:19])=[O:9])[CH3:3].C=[O:47].O.[C:49]([BH3-])#N.[Na+]. The product is [CH:44]([OH:43])=[O:47].[CH2:2]([N:4]([CH:40]1[CH2:45][CH2:44][O:43][CH2:42][CH2:41]1)[C:5]1[C:6]([CH3:39])=[C:7]([CH:24]=[C:25]([C:27]2[CH:28]=[N:29][C:30]([N:33]3[CH2:38][CH2:37][N:36]([CH3:49])[CH2:35][CH2:34]3)=[CH:31][CH:32]=2)[CH:26]=1)[C:8]([NH:10][CH2:11][C:12]1[C:13](=[O:23])[NH:14][C:15]([CH3:22])=[C:16]([F:21])[C:17]=1[CH:18]([CH3:20])[CH3:19])=[O:9])[CH3:3]. The yield is 0.190. The catalyst is CO. (9) The yield is 0.800. The reactants are Br[C:2]1[CH:7]=[CH:6][C:5]([C@@H:8]([NH:16][CH3:17])[CH2:9][N:10]2[CH2:15][CH2:14][O:13][CH2:12][CH2:11]2)=[CH:4][CH:3]=1.[CH2:18]([O:20][C:21]([C:23]1[CH:28]=[CH:27][C:26](B(O)O)=[CH:25][CH:24]=1)=[O:22])[CH3:19].C([O-])([O-])=O.[K+].[K+].C(Cl)Cl. The product is [CH3:17][NH:16][C@H:8]([C:5]1[CH:6]=[CH:7][C:2]([C:26]2[CH:27]=[CH:28][C:23]([C:21]([O:20][CH2:18][CH3:19])=[O:22])=[CH:24][CH:25]=2)=[CH:3][CH:4]=1)[CH2:9][N:10]1[CH2:15][CH2:14][O:13][CH2:12][CH2:11]1. The catalyst is CCO.C1C=CC(P(C2C=CC=CC=2)[C-]2C=CC=C2)=CC=1.C1C=CC(P(C2C=CC=CC=2)[C-]2C=CC=C2)=CC=1.Cl[Pd]Cl.[Fe+2].